Dataset: Forward reaction prediction with 1.9M reactions from USPTO patents (1976-2016). Task: Predict the product of the given reaction. Given the reactants C(Cl)(=O)C(Cl)=O.CS(C)=O.[CH:11]([N:24]1[CH2:27][CH:26]([OH:28])[CH2:25]1)([C:18]1[CH:23]=[CH:22][CH:21]=[CH:20][CH:19]=1)[C:12]1[CH:17]=[CH:16][CH:15]=[CH:14][CH:13]=1.Cl, predict the reaction product. The product is: [CH:11]([N:24]1[CH2:27][C:26](=[O:28])[CH2:25]1)([C:18]1[CH:23]=[CH:22][CH:21]=[CH:20][CH:19]=1)[C:12]1[CH:13]=[CH:14][CH:15]=[CH:16][CH:17]=1.